This data is from Forward reaction prediction with 1.9M reactions from USPTO patents (1976-2016). The task is: Predict the product of the given reaction. (1) Given the reactants NC(N)=O.[CH:5]1([NH:8][S:9]([C:12]2[C:17]([Cl:18])=[CH:16][CH:15]=[C:14]([NH2:19])[C:13]=2[OH:20])(=[O:11])=[O:10])[CH2:7][CH2:6]1.[Cl:21][C:22]1[CH:27]=[CH:26][CH:25]=[CH:24][C:23]=1[N:28]=[C:29]=[O:30], predict the reaction product. The product is: [Cl:18][C:17]1[CH:16]=[CH:15][C:14]([NH:19][C:29]([NH:28][C:23]2[CH:24]=[CH:25][CH:26]=[CH:27][C:22]=2[Cl:21])=[O:30])=[C:13]([OH:20])[C:12]=1[S:9]([NH:8][CH:5]1[CH2:7][CH2:6]1)(=[O:11])=[O:10]. (2) Given the reactants N[C:2]1[N:10]=[C:9]2[C:5]([N:6]=[CH:7][N:8]2[CH2:11][C:12]2[CH:17]=[CH:16][C:15]([CH2:18][OH:19])=[CH:14][CH:13]=2)=[C:4]([Cl:20])[N:3]=1.[I:21]CI.N(OCCC(C)C)=O, predict the reaction product. The product is: [Cl:20][C:4]1[N:3]=[C:2]([I:21])[N:10]=[C:9]2[C:5]=1[N:6]=[CH:7][N:8]2[CH2:11][C:12]1[CH:17]=[CH:16][C:15]([CH2:18][OH:19])=[CH:14][CH:13]=1. (3) Given the reactants Cl.[CH2:2]([O:4][NH2:5])[CH3:3].C(N(CC)CC)C.[CH3:13][C:14]1([CH3:22])[CH2:19][C:18](=[O:20])[O:17][C:16](=[O:21])[CH2:15]1, predict the reaction product. The product is: [CH2:2]([O:4][NH:5][C:18](=[O:20])[CH2:19][C:14]([CH3:22])([CH3:13])[CH2:15][C:16]([OH:21])=[O:17])[CH3:3].